This data is from Full USPTO retrosynthesis dataset with 1.9M reactions from patents (1976-2016). The task is: Predict the reactants needed to synthesize the given product. (1) Given the product [F:1][C:2]1[CH:27]=[CH:26][C:5]2[N:6]=[C:7]([NH:15][C:16]3[CH:17]=[C:18]([CH:22]=[CH:23][C:24]=3[CH3:25])[C:19]([NH:28][CH2:29][C@H:30]([OH:32])[CH3:31])=[O:21])[C:8]3[CH:9]=[CH:10][NH:11][C:12](=[O:14])[C:13]=3[C:4]=2[CH:3]=1, predict the reactants needed to synthesize it. The reactants are: [F:1][C:2]1[CH:27]=[CH:26][C:5]2[N:6]=[C:7]([NH:15][C:16]3[CH:17]=[C:18]([CH:22]=[CH:23][C:24]=3[CH3:25])[C:19]([OH:21])=O)[C:8]3[CH:9]=[CH:10][NH:11][C:12](=[O:14])[C:13]=3[C:4]=2[CH:3]=1.[NH2:28][CH2:29][C@H:30]([OH:32])[CH3:31].F[P-](F)(F)(F)(F)F.N1(O[P+](N(C)C)(N(C)C)N(C)C)C2C=CC=CC=2N=N1.CCN(C(C)C)C(C)C. (2) Given the product [C:13]1([C:12]2[CH:11]=[C:10]([C:61]3[C:60]4[C:65](=[C:66]([Br:73])[C:48]5[C:49]([CH:59]=4)=[CH:50][CH:51]=[CH:52][CH:47]=5)[CH:64]=[CH:63][CH:62]=3)[CH:9]=[CH:8][C:7]=2[C:1]2[CH:6]=[CH:5][CH:4]=[CH:3][CH:2]=2)[CH:14]=[CH:15][CH:16]=[CH:17][CH:18]=1, predict the reactants needed to synthesize it. The reactants are: [C:1]1([C:7]2[CH:8]=[C:9](C3C4C(C=C5C=3C=CC=C5)=CC=CC=4)[CH:10]=[CH:11][C:12]=2[C:13]2[CH:18]=[CH:17][CH:16]=[CH:15][CH:14]=2)[CH:6]=[CH:5][CH:4]=[CH:3][CH:2]=1.C1C(=O)N(Br)C(=O)C1.C1([C:47]2[CH:48]=[C:49]([C:59]3[C:60]4[C:65]([C:66]([Br:73])=C5C=3C=CC=C5)=[CH:64][CH:63]=[CH:62][CH:61]=4)[CH:50]=[CH:51][C:52]=2C2C=CC=CC=2)C=CC=CC=1. (3) Given the product [I:1][C:2]1[CH:3]=[C:4]2[C:9](=[CH:10][CH:11]=1)[O:8][CH2:7][CH2:6][C@@H:5]2[NH2:27], predict the reactants needed to synthesize it. The reactants are: [I:1][C:2]1[CH:3]=[C:4]2[C:9](=[CH:10][CH:11]=1)[O:8][CH2:7][CH2:6][C@H:5]2O.C1(P([N:27]=[N+]=[N-])(C2C=CC=CC=2)=O)C=CC=CC=1.C1CCN2C(=NCCC2)CC1.P(C)(C)C.C1COCC1. (4) Given the product [F:15][CH:16]([F:41])[C:17]1[C:21]([C:22](=[S:2])[NH:24][C:25]2[C:33]3[CH:32]([CH2:34][CH3:35])[O:31][C:30]([CH2:38][CH3:39])([CH2:36][CH3:37])[C:29]=3[CH:28]=[CH:27][CH:26]=2)=[CH:20][N:19]([CH3:40])[N:18]=1, predict the reactants needed to synthesize it. The reactants are: P12(SP3(SP(SP(S3)(S1)=S)(=S)S2)=S)=[S:2].[F:15][CH:16]([F:41])[C:17]1[C:21]([C:22]([NH:24][C:25]2[C:33]3[CH:32]([CH2:34][CH3:35])[O:31][C:30]([CH2:38][CH3:39])([CH2:36][CH3:37])[C:29]=3[CH:28]=[CH:27][CH:26]=2)=O)=[CH:20][N:19]([CH3:40])[N:18]=1. (5) Given the product [O:2]1[C:6]2[CH:7]=[CH:8][CH:9]=[CH:10][C:5]=2[CH2:4][CH:3]1[CH2:11][NH:12][C:19]1[CH:20]=[N:21][CH:22]=[CH:14][C:15]=1[C:16]([OH:18])=[O:17], predict the reactants needed to synthesize it. The reactants are: Cl.[O:2]1[C:6]2[CH:7]=[CH:8][CH:9]=[CH:10][C:5]=2[CH2:4][CH:3]1[CH2:11][NH2:12].F[C:14]1[CH:22]=[N:21][CH:20]=[CH:19][C:15]=1[C:16]([OH:18])=[O:17]. (6) The reactants are: [N:1]1[C:6]2[S:7][CH:8]=[CH:9][C:5]=2[C:4](=[O:10])[NH:3][CH:2]=1.[F:11][C:12]([F:16])([F:15])[CH2:13]I.C(=O)([O-])[O-].[Cs+].[Cs+].O. Given the product [F:11][C:12]([F:16])([F:15])[CH2:13][N:3]1[C:4](=[O:10])[C:5]2[CH:9]=[CH:8][S:7][C:6]=2[N:1]=[CH:2]1, predict the reactants needed to synthesize it.